Dataset: Cav3 T-type calcium channel HTS with 100,875 compounds. Task: Binary Classification. Given a drug SMILES string, predict its activity (active/inactive) in a high-throughput screening assay against a specified biological target. (1) The drug is Fc1ccc(Cn2nnnc2CN(Cc2cc3c([nH]c2=O)cc(cc3C)C)CCO)cc1. The result is 0 (inactive). (2) The result is 0 (inactive). The drug is ClC1=C/C(=c2\nc([nH]c(C(F)(F)C(F)F)c2)c2ccccc2)C(=O)C=C1. (3) The drug is S(=O)(=O)(N(CC)CC)c1cc(C(=O)NC(C(C)C)C(OCC(=O)Nc2ccccc2)=O)ccc1. The result is 1 (active). (4) The compound is S1n2[nH]c(cc2=NC1Nc1ccc(F)cc1)C. The result is 0 (inactive).